From a dataset of Full USPTO retrosynthesis dataset with 1.9M reactions from patents (1976-2016). Predict the reactants needed to synthesize the given product. (1) Given the product [F:1][C:2]1[C:7]([F:8])=[CH:6][CH:5]=[C:4]([N+:9]([O-:11])=[O:10])[C:3]=1[O:12][CH2:33][C:34]1[CH:35]=[N:36][CH:37]=[CH:38][CH:39]=1, predict the reactants needed to synthesize it. The reactants are: [F:1][C:2]1[C:7]([F:8])=[CH:6][CH:5]=[C:4]([N+:9]([O-:11])=[O:10])[C:3]=1[OH:12].C1(P(C2C=CC=CC=2)C2C=CC=CC=2)C=CC=CC=1.O[CH2:33][C:34]1[CH:35]=[N:36][CH:37]=[CH:38][CH:39]=1.N(C(OC(C)C)=O)=NC(OC(C)C)=O. (2) Given the product [CH3:13][O:12][C:9]1[CH:10]=[C:11]2[C:6](=[CH:7][C:8]=1[O:14][CH3:15])[N:5]=[CH:4][N:3]=[C:2]2[N:26]1[CH2:25][CH2:24][CH:23]([NH:22][C:21]([NH:41][C:42]2[CH:43]=[N:44][C:45]([N:48]3[CH2:52][CH2:51][CH2:50][CH2:49]3)=[CH:46][CH:47]=2)=[O:29])[CH2:28][CH2:27]1, predict the reactants needed to synthesize it. The reactants are: Cl[C:2]1[C:11]2[C:6](=[CH:7][C:8]([O:14][CH3:15])=[C:9]([O:12][CH3:13])[CH:10]=2)[N:5]=[CH:4][N:3]=1.C(O[C:21](=[O:29])[NH:22][CH:23]1[CH2:28][CH2:27][NH:26][CH2:25][CH2:24]1)(C)(C)C.[N+](C1C=CC(OC(=O)[NH:41][C:42]2[CH:43]=[N:44][C:45]([N:48]3[CH2:52][CH2:51][CH2:50][CH2:49]3)=[CH:46][CH:47]=2)=CC=1)([O-])=O.Cl.